From a dataset of Full USPTO retrosynthesis dataset with 1.9M reactions from patents (1976-2016). Predict the reactants needed to synthesize the given product. (1) Given the product [C:1]([O:5][C@@H:6]([C:12]1[C:21]([CH3:22])=[CH:20][C:19]2[C:14](=[CH:15][CH:16]=[C:17]([Cl:32])[CH:18]=2)[C:13]=1[O:24][S:25]([C:28]([F:31])([F:30])[F:29])(=[O:27])=[O:26])[C:7]([O:9][CH2:10][CH3:11])=[O:8])([CH3:4])([CH3:3])[CH3:2], predict the reactants needed to synthesize it. The reactants are: [C:1]([O:5][C@@H:6]([C:12]1[C:21]([CH3:22])=[C:20](C)[C:19]2[C:14](=[CH:15][CH:16]=[CH:17][CH:18]=2)[C:13]=1[O:24][S:25]([C:28]([F:31])([F:30])[F:29])(=[O:27])=[O:26])[C:7]([O:9][CH2:10][CH3:11])=[O:8])([CH3:4])([CH3:3])[CH3:2].[Cl:32]C1C=C2C(=CC=1)C(O)=CC(C)=C2. (2) Given the product [C:11]([C@H:8]1[CH2:7][CH2:6][C@H:5]([C:3]([O:2][CH3:1])=[O:4])[CH2:10][CH2:9]1)(=[O:13])[CH3:14], predict the reactants needed to synthesize it. The reactants are: [CH3:1][O:2][C:3]([C@H:5]1[CH2:10][CH2:9][C@H:8]([C:11]([OH:13])=O)[CH2:7][CH2:6]1)=[O:4].[CH3:14]N(C=O)C.C(Cl)(=O)C(Cl)=O.C[Zn]C.